This data is from Forward reaction prediction with 1.9M reactions from USPTO patents (1976-2016). The task is: Predict the product of the given reaction. (1) Given the reactants Br[C:2]1[CH:7]=[CH:6][C:5]([O:8][C:9]([F:12])([F:11])[F:10])=[C:4]([F:13])[CH:3]=1.CON(C)[C:17](=[O:21])[CH2:18][O:19][CH3:20].C([Li])CCC.CCCCCC.Cl, predict the reaction product. The product is: [F:13][C:4]1[CH:3]=[C:2]([C:17](=[O:21])[CH2:18][O:19][CH3:20])[CH:7]=[CH:6][C:5]=1[O:8][C:9]([F:12])([F:11])[F:10]. (2) Given the reactants [Br:1][C:2]1[C:3]([O:11][CH3:12])=[C:4]2[C:8](=[CH:9][CH:10]=1)[NH:7][N:6]=[CH:5]2.[H-].[Na+].Cl[CH2:16][O:17][CH2:18][CH2:19][Si:20]([CH3:23])([CH3:22])[CH3:21], predict the reaction product. The product is: [Br:1][C:2]1[C:3]([O:11][CH3:12])=[C:4]2[C:8](=[CH:9][CH:10]=1)[N:7]([CH2:16][O:17][CH2:18][CH2:19][Si:20]([CH3:23])([CH3:22])[CH3:21])[N:6]=[CH:5]2.